From a dataset of Catalyst prediction with 721,799 reactions and 888 catalyst types from USPTO. Predict which catalyst facilitates the given reaction. (1) Reactant: C(OC(=O)[NH:7][C@H:8]1[CH2:13][C@@H:12]([C:14]2[CH:19]=[CH:18][CH:17]=[CH:16][C:15]=2[CH3:20])[C@@H:11]([CH3:21])[N:10]([CH2:22][C:23]([F:26])([F:25])[F:24])[C:9]1=[O:27])(C)(C)C. Product: [NH2:7][C@H:8]1[CH2:13][C@@H:12]([C:14]2[CH:19]=[CH:18][CH:17]=[CH:16][C:15]=2[CH3:20])[C@@H:11]([CH3:21])[N:10]([CH2:22][C:23]([F:24])([F:25])[F:26])[C:9]1=[O:27]. The catalyst class is: 13. (2) Reactant: [C:1]1([C:7]2[CH2:8][O:9][C:10]3[CH:16]=[CH:15][CH:14]=[CH:13][C:11]=3[N:12]=2)[CH:6]=[CH:5][CH:4]=[CH:3][CH:2]=1.[BH4-].[Na+].O. Product: [C:1]1([CH:7]2[NH:12][C:11]3[CH:13]=[CH:14][CH:15]=[CH:16][C:10]=3[O:9][CH2:8]2)[CH:2]=[CH:3][CH:4]=[CH:5][CH:6]=1. The catalyst class is: 8.